This data is from Forward reaction prediction with 1.9M reactions from USPTO patents (1976-2016). The task is: Predict the product of the given reaction. (1) The product is: [Cl:3][C:4]1[CH:5]=[N:6][CH:7]=[C:8]([C:13]=1[NH:14][C:15]1[C:24]2[C:19](=[C:20]([O:27][CH:28]3[CH2:29][CH2:30][CH2:31][CH2:32]3)[C:21]([O:25][CH3:26])=[CH:22][CH:23]=2)[O:18][C:17](=[O:33])[CH:16]=1)[C:9]([OH:11])=[O:10]. Given the reactants [OH-].[Li+].[Cl:3][C:4]1[CH:5]=[N:6][CH:7]=[C:8]([C:13]=1[NH:14][C:15]1[C:24]2[C:19](=[C:20]([O:27][CH:28]3[CH2:32][CH2:31][CH2:30][CH2:29]3)[C:21]([O:25][CH3:26])=[CH:22][CH:23]=2)[O:18][C:17](=[O:33])[CH:16]=1)[C:9]([O:11]C)=[O:10].CO, predict the reaction product. (2) Given the reactants [C:1]([O:5][C:6]([NH:8][C@@H:9]([CH2:13][C:14]([F:17])([F:16])[CH3:15])[C:10]([OH:12])=O)=[O:7])([CH3:4])([CH3:3])[CH3:2].[CH:18]1C=[N:22][C:21]2N(O)N=[N:26][C:20]=2[CH:19]=1.CCN=C=NCCCN(C)C, predict the reaction product. The product is: [C:21]([C:20]1([NH:26][C:10]([C@@H:9]([NH:8][C:6](=[O:7])[O:5][C:1]([CH3:2])([CH3:3])[CH3:4])[CH2:13][C:14]([F:17])([F:16])[CH3:15])=[O:12])[CH2:19][CH2:18]1)#[N:22]. (3) The product is: [CH2:15]([O:14][C:12](=[O:13])[CH:11]([N:6]([C:5]1[CH:8]=[CH:9][C:2]([F:1])=[CH:3][CH:4]=1)[CH3:7])[C:17]1[CH:22]=[CH:21][CH:20]=[CH:19][CH:18]=1)[CH3:16]. Given the reactants [F:1][C:2]1[CH:9]=[CH:8][C:5]([NH:6][CH3:7])=[CH:4][CH:3]=1.Br[CH:11]([C:17]1[CH:22]=[CH:21][CH:20]=[CH:19][CH:18]=1)[C:12]([O:14][CH2:15][CH3:16])=[O:13].CCN(C(C)C)C(C)C, predict the reaction product. (4) Given the reactants Br[C:2]1[CH:7]=[N:6][C:5]([CH2:8][CH3:9])=[CH:4][N:3]=1.[OH:10][CH:11]1[CH2:16][CH2:15][NH:14][CH2:13][CH2:12]1, predict the reaction product. The product is: [CH2:8]([C:5]1[N:6]=[CH:7][C:2]([N:14]2[CH2:15][CH2:16][CH:11]([OH:10])[CH2:12][CH2:13]2)=[N:3][CH:4]=1)[CH3:9]. (5) Given the reactants [Br:1][C:2]1[C:3]2[C:7]([CH:8]=[C:9]([F:11])[CH:10]=1)=[N:6][N:5]1[C:12]([CH:17]3[CH2:22][CH2:21][N:20](C(OC(C)(C)C)=O)[CH2:19][CH2:18]3)=[CH:13][C:14](=[O:16])[NH:15][C:4]=21.[ClH:30], predict the reaction product. The product is: [ClH:30].[Br:1][C:2]1[C:3]2[C:7]([CH:8]=[C:9]([F:11])[CH:10]=1)=[N:6][N:5]1[C:12]([CH:17]3[CH2:22][CH2:21][NH:20][CH2:19][CH2:18]3)=[CH:13][C:14](=[O:16])[NH:15][C:4]=21. (6) Given the reactants Br[C:2]1[S:6][CH:5]=[C:4]([CH:7]=[O:8])[CH:3]=1.Br[C:10]1[CH:15]=[CH:14][CH:13]=[CH:12][N:11]=1.BrC1C=CC(C=O)=C(F)C=1.BrC1N=CC=CN=1, predict the reaction product. The product is: [N:11]1[CH:12]=[CH:13][CH:14]=[CH:15][C:10]=1[C:2]1[S:6][CH:5]=[C:4]([CH:7]=[O:8])[CH:3]=1. (7) Given the reactants [CH2:1]([O:3][CH2:4][CH2:5][OH:6])[CH3:2].[C:7]([N:10]1[C:19]2[C:14](=[CH:15][C:16]([NH:20][C:21](=[O:24])[CH:22]=[CH2:23])=[CH:17][CH:18]=2)[C:13]([C:26]2[CH:31]=[CH:30][CH:29]=[CH:28][CH:27]=2)([CH3:25])[CH2:12][C:11]1([CH3:33])[CH3:32])(=[O:9])[CH3:8], predict the reaction product. The product is: [C:7]([N:10]1[C:19]2[C:14](=[CH:15][C:16]([NH:20][C:21]([CH2:22][CH2:23][O:6][CH2:5][CH2:4][O:3][CH2:1][CH3:2])=[O:24])=[CH:17][CH:18]=2)[C:13]([C:26]2[CH:27]=[CH:28][CH:29]=[CH:30][CH:31]=2)([CH3:25])[CH2:12][C:11]1([CH3:33])[CH3:32])(=[O:9])[CH3:8]. (8) The product is: [NH2:7][CH2:8][CH2:9][NH:10][C:11]([C:13]1[CH:22]=[CH:21][C:20]2[C:15](=[C:16]([C:23]3[CH:34]=[CH:33][C:26]4[N:27]([CH3:32])[S:28](=[O:30])(=[O:31])[CH2:29][C:25]=4[CH:24]=3)[CH:17]=[N:18][CH:19]=2)[N:14]=1)=[O:12]. Given the reactants C(OC(=O)[NH:7][CH2:8][CH2:9][NH:10][C:11]([C:13]1[CH:22]=[CH:21][C:20]2[C:15](=[C:16]([C:23]3[CH:34]=[CH:33][C:26]4[N:27]([CH3:32])[S:28](=[O:31])(=[O:30])[CH2:29][C:25]=4[CH:24]=3)[CH:17]=[N:18][CH:19]=2)[N:14]=1)=[O:12])(C)(C)C.Cl.O1CCOCC1, predict the reaction product. (9) Given the reactants [CH2:1]([C:3]1[CH:10]=[C:9]([OH:11])[CH:8]=[C:7]([OH:12])[C:4]=1[CH:5]=[O:6])[CH3:2].[O:13]1[CH:18]=[CH:17][CH2:16][CH2:15][CH2:14]1, predict the reaction product. The product is: [CH2:1]([C:3]1[CH:10]=[C:9]([O:11][CH:14]2[CH2:15][CH2:16][CH2:17][CH2:18][O:13]2)[CH:8]=[C:7]([OH:12])[C:4]=1[CH:5]=[O:6])[CH3:2].